Dataset: Catalyst prediction with 721,799 reactions and 888 catalyst types from USPTO. Task: Predict which catalyst facilitates the given reaction. (1) Reactant: [Cl:1][C:2]1[C:8]([C:9]([F:12])([F:11])[F:10])=[CH:7][CH:6]=[C:5]([Cl:13])[C:3]=1[NH2:4].[C:14](Cl)(Cl)=[O:15]. Product: [Cl:1][C:2]1[C:8]([C:9]([F:11])([F:10])[F:12])=[CH:7][CH:6]=[C:5]([Cl:13])[C:3]=1[N:4]=[C:14]=[O:15]. The catalyst class is: 12. (2) Reactant: [C:1]([O:5][C:6]([N:8]([CH3:19])[C:9]1[S:10][CH:11]=[C:12]([CH2:14][C:15]([O:17]C)=[O:16])[N:13]=1)=[O:7])([CH3:4])([CH3:3])[CH3:2].O[Li].O.O. Product: [C:1]([O:5][C:6]([N:8]([CH3:19])[C:9]1[S:10][CH:11]=[C:12]([CH2:14][C:15]([OH:17])=[O:16])[N:13]=1)=[O:7])([CH3:4])([CH3:3])[CH3:2]. The catalyst class is: 1.